This data is from Catalyst prediction with 721,799 reactions and 888 catalyst types from USPTO. The task is: Predict which catalyst facilitates the given reaction. (1) Reactant: Cl.[O:2]=[C:3]1[CH2:8][CH2:7][N:6]([CH2:9][C:10]2[CH:15]=[CH:14][CH:13]=[CH:12][CH:11]=2)[CH2:5][CH:4]1[C:16]([O:18][CH2:19][CH3:20])=[O:17].C(N(CC)CC)C.[BH4-].[Na+].Cl.C(=O)(O)[O-].[Na+]. Product: [OH:2][CH:3]1[CH2:8][CH2:7][N:6]([CH2:9][C:10]2[CH:11]=[CH:12][CH:13]=[CH:14][CH:15]=2)[CH2:5][CH:4]1[C:16]([O:18][CH2:19][CH3:20])=[O:17]. The catalyst class is: 5. (2) Reactant: [CH3:1][O:2][C:3]1[CH:4]=[C:5]2[C:10](=[CH:11][C:12]=1[O:13][CH3:14])[N:9]=[CH:8][N:7]=[C:6]2[O:15][C:16]1[CH:22]=[CH:21][C:19]([NH2:20])=[C:18]([O:23][CH3:24])[CH:17]=1.ClC(Cl)(O[C:29](=[O:35])OC(Cl)(Cl)Cl)Cl.[NH2:37][N:38]1[CH2:43][CH2:42][CH2:41][CH2:40][CH2:39]1.C(=O)(O)[O-].[Na+]. Product: [CH3:1][O:2][C:3]1[CH:4]=[C:5]2[C:10](=[CH:11][C:12]=1[O:13][CH3:14])[N:9]=[CH:8][N:7]=[C:6]2[O:15][C:16]1[CH:22]=[CH:21][C:19]([NH:20][C:29]([NH:37][N:38]2[CH2:43][CH2:42][CH2:41][CH2:40][CH2:39]2)=[O:35])=[C:18]([O:23][CH3:24])[CH:17]=1. The catalyst class is: 208.